From a dataset of Peptide-MHC class I binding affinity with 185,985 pairs from IEDB/IMGT. Regression. Given a peptide amino acid sequence and an MHC pseudo amino acid sequence, predict their binding affinity value. This is MHC class I binding data. (1) The peptide sequence is RSLFNTVATLY. The MHC is HLA-A02:06 with pseudo-sequence HLA-A02:06. The binding affinity (normalized) is 0.167. (2) The peptide sequence is YLQLVFGIEV. The binding affinity (normalized) is 0.644. The MHC is HLA-A02:01 with pseudo-sequence HLA-A02:01. (3) The peptide sequence is FLIRQLIRL. The MHC is Mamu-A2201 with pseudo-sequence Mamu-A2201. The binding affinity (normalized) is 0. (4) The binding affinity (normalized) is 0.552. The peptide sequence is DWLEKHGAER. The MHC is HLA-A33:01 with pseudo-sequence HLA-A33:01. (5) The peptide sequence is KTTIKFHPW. The MHC is HLA-A69:01 with pseudo-sequence HLA-A69:01. The binding affinity (normalized) is 0.0847. (6) The peptide sequence is GSENLKSMY. The MHC is Mamu-A02 with pseudo-sequence Mamu-A02. The binding affinity (normalized) is 0.826. (7) The peptide sequence is FLPSDYFPSV. The MHC is Mamu-B08 with pseudo-sequence Mamu-B08. The binding affinity (normalized) is 0.